Dataset: Reaction yield outcomes from USPTO patents with 853,638 reactions. Task: Predict the reaction yield, written as a fraction of the theoretical maximum amount of product (1.0 means a 100% yield; for example, 0.34 means a 34% yield). (1) The reactants are [C:1]([NH:8][C@H](C(O)=O)CC)([O:3][C:4]([CH3:7])([CH3:6])[CH3:5])=[O:2].O[N:16]1[C:21](=[O:22])[CH2:20][CH2:19][C:17]1=O.[CH2:23]1CCC(N=C=NC2CCCCC2)CC1. The catalyst is C(Cl)Cl. The product is [CH3:23][C@@H:20]([CH:19]([NH:8][C:1]([O:3][C:4]([CH3:7])([CH3:6])[CH3:5])=[O:2])[CH3:17])[C:21]([NH2:16])=[O:22]. The yield is 0.880. (2) The reactants are [CH:1]([C@H:4]1[NH:9][CH2:8][CH2:7][N:6]2[C:10]3[CH:16]=[C:15]([S:17]([CH3:20])(=[O:19])=[O:18])[C:14]([C:21]([O:23][CH3:24])=[O:22])=[CH:13][C:11]=3[N:12]=[C:5]12)([CH3:3])[CH3:2].Cl[C:26]1[N:31]=[C:30]([C:32]([F:35])([F:34])[F:33])[CH:29]=[CH:28][N:27]=1.CCN(C(C)C)C(C)C. The catalyst is CC(O)C. The product is [CH:1]([C@H:4]1[N:9]([C:26]2[N:31]=[C:30]([C:32]([F:35])([F:34])[F:33])[CH:29]=[CH:28][N:27]=2)[CH2:8][CH2:7][N:6]2[C:10]3[CH:16]=[C:15]([S:17]([CH3:20])(=[O:19])=[O:18])[C:14]([C:21]([O:23][CH3:24])=[O:22])=[CH:13][C:11]=3[N:12]=[C:5]12)([CH3:3])[CH3:2]. The yield is 0.780. (3) The reactants are [CH3:1][N:2]1[C:6](B(O)O)=[CH:5][C:4]([C:10]([F:13])([F:12])[F:11])=[N:3]1.[NH2:14][C:15]1[S:16][C:17](Br)=[CH:18][N:19]=1.[O-]P([O-])([O-])=O.[K+].[K+].[K+]. The catalyst is C(#N)C.O1CCOCC1.O.CC(P(C(C)(C)C)C1C=CC(N(C)C)=CC=1)(C)C.CC(P(C(C)(C)C)C1C=CC(N(C)C)=CC=1)(C)C.Cl[Pd]Cl. The product is [CH3:1][N:2]1[C:6]([C:17]2[S:16][C:15]([NH2:14])=[N:19][CH:18]=2)=[CH:5][C:4]([C:10]([F:13])([F:12])[F:11])=[N:3]1. The yield is 0.0190. (4) The reactants are [CH3:1][N:2]([CH3:15])[CH2:3][CH2:4][CH:5]1[CH2:13][C:12]2[C:7](=[CH:8][CH:9]=[CH:10][CH:11]=2)[CH:6]1[OH:14].C(O[K])(C)(C)C.C(C1C=CC=CC=1)(=O)C1C=CC=CC=1. The catalyst is C1C=CC=CC=1. The product is [CH3:15][N:2]([CH3:1])[CH2:3][CH2:4][CH:5]1[CH2:13][C:12]2[C:7](=[CH:8][CH:9]=[CH:10][CH:11]=2)[C:6]1=[O:14]. The yield is 0.790. (5) The reactants are [N+:1]([C:4]1[CH:20]=[CH:19][C:7]([CH2:8][O:9][C:10]2[CH:11]=[C:12]([CH:16]=[CH:17][CH:18]=2)[C:13]([OH:15])=O)=[CH:6][CH:5]=1)([O-:3])=[O:2].S(Cl)(Cl)=O.[NH2:25][C:26]1[CH:31]=[CH:30][CH:29]=[CH:28][C:27]=1[S:32]([NH2:35])(=[O:34])=[O:33]. The catalyst is C1C=CC=CC=1.N1C=CC=CC=1. The product is [N+:1]([C:4]1[CH:5]=[CH:6][C:7]([CH2:8][O:9][C:10]2[CH:11]=[C:12]([CH:16]=[CH:17][CH:18]=2)[C:13]([NH:25][C:26]2[CH:31]=[CH:30][CH:29]=[CH:28][C:27]=2[S:32](=[O:34])(=[O:33])[NH2:35])=[O:15])=[CH:19][CH:20]=1)([O-:3])=[O:2]. The yield is 0.870. (6) The reactants are [C:1]([N:8]1[CH2:13][CH2:12][NH:11][CH2:10][CH2:9]1)([O:3][C:4]([CH3:7])([CH3:6])[CH3:5])=[O:2].[S:14]1[C:18]([CH:19]=O)=[CH:17][N:16]=[CH:15]1.C(O[BH-](OC(=O)C)OC(=O)C)(=O)C.[Na+]. The catalyst is ClCCCl. The product is [S:14]1[C:18]([CH2:19][N:11]2[CH2:10][CH2:9][N:8]([C:1]([O:3][C:4]([CH3:7])([CH3:6])[CH3:5])=[O:2])[CH2:13][CH2:12]2)=[CH:17][N:16]=[CH:15]1. The yield is 0.510. (7) The reactants are [CH3:1][C:2]1[C:6]([B:7]2[O:11][C:10]([CH3:13])([CH3:12])[C:9]([CH3:15])([CH3:14])[O:8]2)=[C:5]([CH3:16])[NH:4][N:3]=1.[H-].[Na+].Cl[CH2:20][O:21][CH2:22][CH2:23][Si:24]([CH3:27])([CH3:26])[CH3:25]. The catalyst is C1COCC1. The product is [CH3:1][C:2]1[C:6]([B:7]2[O:11][C:10]([CH3:12])([CH3:13])[C:9]([CH3:15])([CH3:14])[O:8]2)=[C:5]([CH3:16])[N:4]([CH2:20][O:21][CH2:22][CH2:23][Si:24]([CH3:27])([CH3:26])[CH3:25])[N:3]=1. The yield is 0.860. (8) The reactants are [F:1][C:2]([F:32])([F:31])[C:3]1[N:7]2[N:8]=[C:9]([N:12]3[CH2:17][CH2:16][CH:15]([C:18]4[C:26]5[C:21](=[CH:22][CH:23]=[C:24]([C:27]([O:29]C)=[O:28])[CH:25]=5)[NH:20][CH:19]=4)[CH2:14][CH2:13]3)[CH:10]=[CH:11][C:6]2=[N:5][N:4]=1.[OH-].[Na+]. The catalyst is CO. The product is [F:32][C:2]([F:1])([F:31])[C:3]1[N:7]2[N:8]=[C:9]([N:12]3[CH2:17][CH2:16][CH:15]([C:18]4[C:26]5[C:21](=[CH:22][CH:23]=[C:24]([C:27]([OH:29])=[O:28])[CH:25]=5)[NH:20][CH:19]=4)[CH2:14][CH2:13]3)[CH:10]=[CH:11][C:6]2=[N:5][N:4]=1. The yield is 0.890. (9) The reactants are [NH2:1][C:2]1[N:7]=[CH:6][N:5]=[C:4]2[N:8]([CH:12]([C:14]3[O:15][C:16]4[C:21]([C:22](=[O:30])[C:23]=3[C:24]3[CH:29]=[CH:28][CH:27]=[CH:26][CH:25]=3)=[CH:20][CH:19]=[CH:18][CH:17]=4)[CH3:13])[N:9]=[C:10](I)[C:3]=12.[CH3:31][C:32]([OH:36])([C:34]#[CH:35])[CH3:33].ClCCl. The catalyst is C1COCC1.[Cu]I. The product is [NH2:1][C:2]1[N:7]=[CH:6][N:5]=[C:4]2[N:8]([CH:12]([C:14]3[O:15][C:16]4[C:21]([C:22](=[O:30])[C:23]=3[C:24]3[CH:29]=[CH:28][CH:27]=[CH:26][CH:25]=3)=[CH:20][CH:19]=[CH:18][CH:17]=4)[CH3:13])[N:9]=[C:10]([C:35]#[C:34][C:32]([OH:36])([CH3:33])[CH3:31])[C:3]=12. The yield is 0.680.